Dataset: Forward reaction prediction with 1.9M reactions from USPTO patents (1976-2016). Task: Predict the product of the given reaction. (1) The product is: [ClH:2].[Br:19][C:20]1[CH:21]=[C:22]([C:26]([NH:28][CH:29]2[CH2:30][CH2:31][NH:32][CH2:33][CH2:34]2)=[O:27])[NH:23][C:24]=1[CH3:25]. Given the reactants Cl.[Cl:2]C1C(Cl)=C(C)NC=1C(NC1CCNCC1)=O.[Br:19][C:20]1[CH:21]=[C:22]([C:26]([NH:28][CH:29]2[CH2:34][CH2:33][N:32](C(OC(C)(C)C)=O)[CH2:31][CH2:30]2)=[O:27])[NH:23][C:24]=1[CH3:25], predict the reaction product. (2) Given the reactants Br[C:2]1[C:3]([F:8])=[N:4][CH:5]=[CH:6][CH:7]=1.[C:9]1(=[O:14])[CH2:13][CH2:12][CH:11]=[CH:10]1.CN(C1CCCCC1)C1CCCCC1, predict the reaction product. The product is: [F:8][C:3]1[C:2]([C:11]2[CH2:12][CH2:13][C:9](=[O:14])[CH:10]=2)=[CH:7][CH:6]=[CH:5][N:4]=1. (3) Given the reactants C(O[C:4]([C:6]1[C:7](=[O:25])[C:8]2[CH:22]=[N:21][C:20]([S:23][CH3:24])=[N:19][C:9]=2[N:10]2[C:18]=1[S:17][C:16]1[CH:15]=[CH:14][CH:13]=[CH:12][C:11]2=1)=[O:5])C.[N:26]1(CCN)[CH2:30][CH2:29][CH2:28][CH2:27]1.[Al+3].[Cl-].[Cl-].[Cl-].[C:38]([CH:41]([CH:43](C([O-])=O)O)O)([O-])=O.[K+].[Na+], predict the reaction product. The product is: [CH:28]1([CH2:29][CH2:30][NH:26][C:4]([C:6]2[C:7](=[O:25])[C:8]3[CH:22]=[N:21][C:20]([S:23][CH3:24])=[N:19][C:9]=3[N:10]3[C:18]=2[S:17][C:16]2[CH:15]=[CH:14][CH:13]=[CH:12][C:11]3=2)=[O:5])[CH2:27][CH2:43][CH2:41][CH2:38]1.